From a dataset of Forward reaction prediction with 1.9M reactions from USPTO patents (1976-2016). Predict the product of the given reaction. (1) Given the reactants [O:1]=[CH:2][C:3]1[CH:11]=[CH:10][C:7]([O:8][CH3:9])=[C:5]([OH:6])[CH:4]=1.Br[CH2:13][CH:14]([CH3:16])[CH3:15], predict the reaction product. The product is: [CH2:13]([O:6][C:5]1[CH:4]=[C:3]([CH:11]=[CH:10][C:7]=1[O:8][CH3:9])[CH:2]=[O:1])[CH:14]([CH3:16])[CH3:15]. (2) Given the reactants C([N:8]1[CH2:12][C@@H:11]([O:13][Si:14]([C:17]([CH3:20])([CH3:19])[CH3:18])([CH3:16])[CH3:15])[C@H:10]([NH:21][C:22](=[O:28])[O:23][C:24]([CH3:27])([CH3:26])[CH3:25])[CH2:9]1)C1C=CC=CC=1, predict the reaction product. The product is: [Si:14]([O:13][C@@H:11]1[CH2:12][NH:8][CH2:9][C@H:10]1[NH:21][C:22](=[O:28])[O:23][C:24]([CH3:27])([CH3:26])[CH3:25])([C:17]([CH3:20])([CH3:19])[CH3:18])([CH3:16])[CH3:15].